This data is from Catalyst prediction with 721,799 reactions and 888 catalyst types from USPTO. The task is: Predict which catalyst facilitates the given reaction. Reactant: [CH:1]1([N:7]2[C:12](=[O:13])[C:11]([C:14]([NH:16][CH2:17][C:18]([O:20]CC)=[O:19])=[O:15])=[C:10]([OH:23])[C:9]([C:24]([O:26]C)=O)=[C:8]2O)[CH2:6][CH2:5][CH2:4][CH2:3][CH2:2]1.[NH2:29][CH2:30][C:31]1[CH:32]=[N:33][CH:34]=[CH:35][CH:36]=1.[OH2:37]. Product: [CH:1]1([N:7]2[C:8]([OH:37])=[C:9]([C:24]([NH:29][CH2:30][C:31]3[CH:32]=[N:33][CH:34]=[CH:35][CH:36]=3)=[O:26])[C:10]([OH:23])=[C:11]([C:14]([NH:16][CH2:17][C:18]([OH:20])=[O:19])=[O:15])[C:12]2=[O:13])[CH2:6][CH2:5][CH2:4][CH2:3][CH2:2]1. The catalyst class is: 12.